Dataset: Peptide-MHC class II binding affinity with 134,281 pairs from IEDB. Task: Regression. Given a peptide amino acid sequence and an MHC pseudo amino acid sequence, predict their binding affinity value. This is MHC class II binding data. (1) The peptide sequence is KCEFQDAYVLLSEKK. The MHC is DRB1_0701 with pseudo-sequence DRB1_0701. The binding affinity (normalized) is 0.462. (2) The peptide sequence is GELQIVSKIDAAFKI. The MHC is DRB3_0202 with pseudo-sequence DRB3_0202. The binding affinity (normalized) is 0.319. (3) The MHC is HLA-DQA10501-DQB10302 with pseudo-sequence HLA-DQA10501-DQB10302. The binding affinity (normalized) is 0.449. The peptide sequence is KRVPMALQHFGWEVM. (4) The peptide sequence is AAYAAQGYKVLVLNPSVAAT. The MHC is DRB1_1201 with pseudo-sequence DRB1_1201. The binding affinity (normalized) is 0.208. (5) The peptide sequence is LTFLAVGGVLLFLSV. The MHC is DRB1_0301 with pseudo-sequence DRB1_0301. The binding affinity (normalized) is 0. (6) The peptide sequence is YDLFLANVSTVLTGK. The MHC is DRB1_1302 with pseudo-sequence DRB1_1302. The binding affinity (normalized) is 0.775. (7) The peptide sequence is PGVDYTITVYAVTYY. The MHC is DRB4_0101 with pseudo-sequence DRB4_0103. The binding affinity (normalized) is 0.